Dataset: Full USPTO retrosynthesis dataset with 1.9M reactions from patents (1976-2016). Task: Predict the reactants needed to synthesize the given product. Given the product [Cl:20][CH2:12][C:9]1[CH:10]=[CH:11][C:6]([CH:1]2[CH2:5][CH2:4][CH2:3][CH2:2]2)=[C:7]([C:14]([F:17])([F:16])[F:15])[CH:8]=1, predict the reactants needed to synthesize it. The reactants are: [CH:1]1([C:6]2[CH:11]=[CH:10][C:9]([CH2:12]O)=[CH:8][C:7]=2[C:14]([F:17])([F:16])[F:15])[CH2:5][CH2:4][CH2:3][CH2:2]1.S(Cl)([Cl:20])=O.